Dataset: Forward reaction prediction with 1.9M reactions from USPTO patents (1976-2016). Task: Predict the product of the given reaction. (1) The product is: [C:1]([O:5][C:6](=[O:13])[NH:7][C@H:8]1[CH2:11][C@H:10]([O:12][C:17]2[CH:16]=[C:15]([F:14])[CH:20]=[CH:19][C:18]=2[N+:22]([O-:24])=[O:23])[CH2:9]1)([CH3:4])([CH3:2])[CH3:3]. Given the reactants [C:1]([O:5][C:6](=[O:13])[NH:7][C@H:8]1[CH2:11][C@H:10]([OH:12])[CH2:9]1)([CH3:4])([CH3:3])[CH3:2].[F:14][C:15]1[CH:16]=[CH:17][C:18]([N+:22]([O-:24])=[O:23])=[C:19](O)[CH:20]=1, predict the reaction product. (2) Given the reactants [CH2:1]([C:4]1[CH:9]=[CH:8][C:7]([CH:10]2[CH2:13][NH:12][CH2:11]2)=CC=1)[CH2:2][CH3:3].C(C1CN(C(OC(C)(C)C)=O)C1)=O.[CH2:27]([C:31]1C=CC(B(O)O)=CC=1)[CH2:28][CH2:29]C, predict the reaction product. The product is: [CH2:31]([C:1]1[CH:2]=[CH:3][C:8]([CH2:7][CH:10]2[CH2:11][NH:12][CH2:13]2)=[CH:9][CH:4]=1)[CH2:27][CH2:28][CH3:29].